Dataset: Choline transporter screen with 302,306 compounds. Task: Binary Classification. Given a drug SMILES string, predict its activity (active/inactive) in a high-throughput screening assay against a specified biological target. (1) The compound is O1CCN(CCNC(=O)C2ON=C(C2)c2cc(OC)ccc2)CC1. The result is 0 (inactive). (2) The result is 0 (inactive). The molecule is s1c2ncn(C(C)C(OCC)=O)c(=O)c2c(c1C)C. (3) The compound is S1CCOC(C(=O)Nc2c(C(=O)NCCCN(CC)CC)cccc2)=C1. The result is 1 (active). (4) The molecule is Fc1ccc(N2CCN(CC2)C(=O)Cc2ccc(F)cc2)cc1. The result is 0 (inactive). (5) The compound is O=C(N)/C=C(\CC\C=C(/C)C)C. The result is 0 (inactive).